From a dataset of Forward reaction prediction with 1.9M reactions from USPTO patents (1976-2016). Predict the product of the given reaction. (1) Given the reactants [CH:1]([N:4]([C:18]1[CH:19]=[C:20]([CH:26]=[CH:27][CH:28]=1)[C:21]([O:23]CC)=[O:22])[S:5]([C:8]1[CH:13]=[CH:12][CH:11]=[C:10]([C:14]([F:17])([F:16])[F:15])[CH:9]=1)(=[O:7])=[O:6])([CH3:3])[CH3:2].[OH-].[K+].Cl, predict the reaction product. The product is: [CH:1]([N:4]([C:18]1[CH:19]=[C:20]([CH:26]=[CH:27][CH:28]=1)[C:21]([OH:23])=[O:22])[S:5]([C:8]1[CH:13]=[CH:12][CH:11]=[C:10]([C:14]([F:15])([F:16])[F:17])[CH:9]=1)(=[O:7])=[O:6])([CH3:3])[CH3:2]. (2) Given the reactants [CH3:1][C:2]1[C:3]([C:8]#[N:9])=[N:4][CH:5]=[CH:6][CH:7]=1.[NH2:10][NH2:11], predict the reaction product. The product is: [NH2:10][NH:11][C:8]([C:3]1[C:2]([CH3:1])=[CH:7][CH:6]=[CH:5][N:4]=1)=[NH:9]. (3) Given the reactants [C:1]1([C@H:7]([N:9]=[C:10]([C:15]2[CH:20]=[CH:19][CH:18]=[CH:17][CH:16]=2)[C:11]([F:14])([F:13])[F:12])[CH3:8])[CH:6]=[CH:5][CH:4]=[CH:3][CH:2]=1.C([BH3-])#N.[Na+].O.[C:26]1([CH3:36])[CH:31]=[CH:30][C:29]([S:32]([OH:35])(=[O:34])=[O:33])=[CH:28][CH:27]=1.CCCCCC, predict the reaction product. The product is: [F:12][C:11]([F:13])([F:14])[C@@H:10]([C:15]1[CH:20]=[CH:19][CH:18]=[CH:17][CH:16]=1)[NH:9][C@@H:7]([C:1]1[CH:6]=[CH:5][CH:4]=[CH:3][CH:2]=1)[CH3:8].[S:32]([C:29]1[CH:30]=[CH:31][C:26]([CH3:36])=[CH:27][CH:28]=1)([O-:35])(=[O:34])=[O:33]. (4) Given the reactants [Cl:1][C:2]1[N:7]=[C:6]([NH:8][C:9]2[CH:14]=[CH:13][C:12]([I:15])=[CH:11][CH:10]=2)[C:5]([N+:16]([O-])=O)=[CH:4][N:3]=1.[Sn](Cl)Cl.C(=O)([O-])[O-].[Na+].[Na+], predict the reaction product. The product is: [Cl:1][C:2]1[N:7]=[C:6]([NH:8][C:9]2[CH:10]=[CH:11][C:12]([I:15])=[CH:13][CH:14]=2)[C:5]([NH2:16])=[CH:4][N:3]=1. (5) Given the reactants [Cl:1][C@H:2]1[C@H:6]([CH2:7]/[CH:8]=[CH:9]\[CH2:10][CH2:11][CH2:12][C:13]([O:15][CH3:16])=[O:14])[C@@H:5]([CH:17]=O)[C@H:4]([O:19][CH:20]2[CH2:25][CH2:24][CH2:23][CH2:22][O:21]2)[CH2:3]1.C([C@H]1COC(=O)N1CCSC1SC=C(C(OCC)=O)N=1)=O.[CH3:47][C@@H:48]([CH2:59][CH2:60][CH2:61][CH3:62])[CH2:49][C:50](=[O:58])[CH2:51]P(=O)(OC)OC, predict the reaction product. The product is: [Cl:1][C@H:2]1[C@H:6]([CH2:7]/[CH:8]=[CH:9]\[CH2:10][CH2:11][CH2:12][C:13]([O:15][CH3:16])=[O:14])[C@@H:5](/[CH:17]=[CH:51]/[C:50](=[O:58])[CH2:49][C@@H:48]([CH3:47])[CH2:59][CH2:60][CH2:61][CH3:62])[C@H:4]([O:19][CH:20]2[CH2:25][CH2:24][CH2:23][CH2:22][O:21]2)[CH2:3]1. (6) Given the reactants [F:1][C:2]1[CH:3]=[CH:4][C:5]([N+:9]([O-:11])=[O:10])=[C:6]([OH:8])[CH:7]=1.I[CH:13]([CH3:15])[CH3:14].C(=O)([O-])[O-].[K+].[K+], predict the reaction product. The product is: [F:1][C:2]1[CH:3]=[CH:4][C:5]([N+:9]([O-:11])=[O:10])=[C:6]([O:8][CH:13]([CH3:15])[CH3:14])[CH:7]=1. (7) The product is: [CH2:38]([N:40]1[CH2:45][CH2:44][N:43]([CH2:2][C:3]([NH:5][C:6]2[CH:7]=[C:8]([CH:23]=[CH:24][C:25]=2[O:26][C:27]([F:30])([F:29])[F:28])[C:9]([NH:11][C:12]2[S:13][C:14]([C:17]3[CH:22]=[CH:21][CH:20]=[CH:19][CH:18]=3)=[N:15][N:16]=2)=[O:10])=[O:4])[CH2:42][CH2:41]1)[CH3:39]. Given the reactants Cl[CH2:2][C:3]([NH:5][C:6]1[CH:7]=[C:8]([CH:23]=[CH:24][C:25]=1[O:26][C:27]([F:30])([F:29])[F:28])[C:9]([NH:11][C:12]1[S:13][C:14]([C:17]2[CH:22]=[CH:21][CH:20]=[CH:19][CH:18]=2)=[N:15][N:16]=1)=[O:10])=[O:4].C(N(CC)CC)C.[CH2:38]([N:40]1[CH2:45][CH2:44][NH:43][CH2:42][CH2:41]1)[CH3:39].[I-].[K+], predict the reaction product. (8) Given the reactants [Cl:1][C:2]1[CH:10]=[C:9]([NH:11][CH2:12][C:13]2[CH:18]=[CH:17][CH:16]=[C:15](I)[CH:14]=2)[C:5]([C:6]([NH2:8])=[O:7])=[CH:4][N:3]=1.[N:20]1[CH:25]=[CH:24][C:23](B(O)O)=[CH:22][CH:21]=1.C([O-])([O-])=O.[Na+].[Na+], predict the reaction product. The product is: [Cl:1][C:2]1[CH:10]=[C:9]([NH:11][CH2:12][C:13]2[CH:18]=[CH:17][CH:16]=[C:15]([C:23]3[CH:24]=[CH:25][N:20]=[CH:21][CH:22]=3)[CH:14]=2)[C:5]([C:6]([NH2:8])=[O:7])=[CH:4][N:3]=1. (9) The product is: [C:44]12([CH2:54][C:55]([NH:57][C:58]3[C:66]([Cl:67])=[CH:65][CH:64]=[C:63]4[C:59]=3[CH2:60][N:61]([C@H:70]([CH3:73])[CH2:71][OH:72])[C:62]4=[O:69])=[O:56])[CH2:53][CH:48]3[CH2:47][CH:46]([CH2:52][CH:50]([CH2:49]3)[CH2:51]1)[CH2:45]2. Given the reactants NC1C(Cl)=CC=C2C=1CN([C@H](C)CO)C2=O.C12(CC(Cl)=O)CC3CC(CC(C3)C1)C2.C([O-])(O)=O.[Na+].C([O-])([O-])=O.[K+].[K+].[OH-].[Na+].[C:44]12([CH2:54][C:55]([NH:57][C:58]3[C:66]([Cl:67])=[CH:65][C:64](Cl)=[C:63]4[C:59]=3[CH2:60][N:61]([C@H:70]([CH3:73])[CH2:71][OH:72])[C:62]4=[O:69])=[O:56])[CH2:53][CH:48]3[CH2:49][CH:50]([CH2:52][CH:46]([CH2:47]3)[CH2:45]1)[CH2:51]2, predict the reaction product.